Task: Predict the product of the given reaction.. Dataset: Forward reaction prediction with 1.9M reactions from USPTO patents (1976-2016) (1) Given the reactants [O:1]1CCO[CH:2]1[CH2:6][CH2:7][CH2:8][C:9]1[C:10]([CH:24]([CH3:26])[CH3:25])=[N:11][N:12]([C:14]2[CH:19]=[CH:18][C:17]([C:20]([F:23])([F:22])[F:21])=[CH:16][N:15]=2)[CH:13]=1.Cl.O1CCCC1, predict the reaction product. The product is: [CH:24]([C:10]1[C:9]([CH2:8][CH2:7][CH2:6][CH:2]=[O:1])=[CH:13][N:12]([C:14]2[CH:19]=[CH:18][C:17]([C:20]([F:21])([F:23])[F:22])=[CH:16][N:15]=2)[N:11]=1)([CH3:26])[CH3:25]. (2) Given the reactants [CH3:1][NH:2]C(=O)N.C1([O:12][C:13](=O)[NH:14][CH2:15][C:16]#[C:17][C:18]2[CH:19]=[C:20]3[C:25](=[CH:26][CH:27]=2)[N:24]=[CH:23][N:22]=[C:21]3[NH:28][C:29]2[CH:34]=[CH:33][C:32]([O:35][C:36]3[CH:37]=[N:38][C:39]([CH3:42])=[CH:40][CH:41]=3)=[C:31]([Cl:43])[CH:30]=2)C=CC=CC=1.CN, predict the reaction product. The product is: [Cl:43][C:31]1[CH:30]=[C:29]([NH:28][C:21]2[C:20]3[C:25](=[CH:26][CH:27]=[C:18]([C:17]#[C:16][CH2:15][NH:14][C:13]([NH:2][CH3:1])=[O:12])[CH:19]=3)[N:24]=[CH:23][N:22]=2)[CH:34]=[CH:33][C:32]=1[O:35][C:36]1[CH:37]=[N:38][C:39]([CH3:42])=[CH:40][CH:41]=1. (3) The product is: [CH2:1]([O:8][C:9]1[C:10](=[O:29])[CH:11]=[C:12]([CH2:17][NH:18][S:19]([C:22]2[CH:23]=[C:24]([CH3:28])[CH:25]=[CH:26][CH:27]=2)(=[O:21])=[O:20])[O:13][C:14]=1[C:15]([OH:37])=[O:16])[C:2]1[CH:3]=[CH:4][CH:5]=[CH:6][CH:7]=1. Given the reactants [CH2:1]([O:8][C:9]1[C:10](=[O:29])[CH:11]=[C:12]([CH2:17][NH:18][S:19]([C:22]2[CH:27]=[CH:26][CH:25]=[C:24]([CH3:28])[CH:23]=2)(=[O:21])=[O:20])[O:13][C:14]=1[CH:15]=[O:16])[C:2]1[CH:7]=[CH:6][CH:5]=[CH:4][CH:3]=1.C1(S(C(N)C2OC(C(O)=O)=C(OCC3C=CC=CC=3)C(=O)C=2)(=O)=[O:37])C=CC=CC=1, predict the reaction product. (4) Given the reactants C([N+](CCCC)(CCCC)CCCC)CCC.[P:18]([O:22][CH2:23][C@@H:24]1[C@@H:28]([O:29][P:30]([O:33][CH2:34][C@@H:35]2[C@@H:39]([OH:40])[C@@H:38]([OH:41])[C@H:37]([N:42]3[CH:50]=[N:49][C:48]4[C:43]3=[N:44][CH:45]=[N:46][C:47]=4[NH2:51])[O:36]2)([OH:32])=[O:31])[CH2:27][C@H:26]([N:52]2[CH:57]=[CH:56][C:55]([NH2:58])=[N:54][C:53]2=[O:59])[O:25]1)([OH:21])([OH:20])=[O:19].C(OC([N:67]([CH2:76][CH2:77][S:78][S:79][C:80]([CH3:83])([CH3:82])[CH3:81])[CH2:68][CH2:69][C:70](OCC#N)=[O:71])=O)(C)(C)C.C(N(CC)CC)C, predict the reaction product. The product is: [C:80]([S:79][S:78][CH2:77][CH2:76][NH:67][CH2:68][CH2:69][C:70]([O:40][C@H:39]1[C@@H:38]([OH:41])[C@H:37]([N:42]2[CH:50]=[N:49][C:48]3[C:43]2=[N:44][CH:45]=[N:46][C:47]=3[NH2:51])[O:36][C@@H:35]1[CH2:34][O:33][P:30]([O:29][C@H:28]1[CH2:27][C@H:26]([N:52]2[CH:57]=[CH:56][C:55]([NH2:58])=[N:54][C:53]2=[O:59])[O:25][C@@H:24]1[CH2:23][O:22][P:18]([OH:21])([OH:20])=[O:19])([OH:32])=[O:31])=[O:71])([CH3:83])([CH3:82])[CH3:81]. (5) Given the reactants [Cl:1][C:2]1[CH:3]=[C:4]([CH:28]=[CH:29][C:30]=1[F:31])[C:5]([NH:7][C:8]1[N:13]=[CH:12][C:11]([NH:14][C:15]2[C:24]3[C:19](=[CH:20][C:21]([OH:27])=[C:22]([O:25][CH3:26])[CH:23]=3)[N:18]=[CH:17][N:16]=2)=[CH:10][N:9]=1)=[O:6].Br[CH2:33][CH2:34][CH2:35]Br.[C:37](=[O:40])([O-])[O-].[K+].[K+].CO, predict the reaction product. The product is: [NH3:7].[Cl:1][C:2]1[CH:3]=[C:4]([CH:28]=[CH:29][C:30]=1[F:31])[C:5]([NH:7][C:8]1[N:13]=[CH:12][C:11]([NH:14][C:15]2[C:24]3[C:19](=[CH:20][C:21]([O:27][CH2:33][CH2:34][CH2:35][N:18]([CH:19]4[CH2:24][CH2:23][CH2:22][CH2:21][CH2:20]4)[CH2:17][CH2:37][OH:40])=[C:22]([O:25][CH3:26])[CH:23]=3)[N:18]=[CH:17][N:16]=2)=[CH:10][N:9]=1)=[O:6]. (6) Given the reactants [F:1][C:2]1[CH:32]=[CH:31][CH:30]=[C:29]([F:33])[C:3]=1[CH2:4][O:5][C:6]1[C:7]2[N:8]([C:13]([C:17]3[CH:18]=[N:19][N:20]([CH2:22][C:23]([CH3:28])([N+:25]([O-])=O)[CH3:24])[CH:21]=3)=[C:14]([CH3:16])[N:15]=2)[CH:9]=[C:10]([CH3:12])[CH:11]=1, predict the reaction product. The product is: [F:33][C:29]1[CH:30]=[CH:31][CH:32]=[C:2]([F:1])[C:3]=1[CH2:4][O:5][C:6]1[C:7]2[N:8]([C:13]([C:17]3[CH:18]=[N:19][N:20]([CH2:22][C:23]([CH3:28])([NH2:25])[CH3:24])[CH:21]=3)=[C:14]([CH3:16])[N:15]=2)[CH:9]=[C:10]([CH3:12])[CH:11]=1. (7) Given the reactants Br[CH2:2][C:3]1[CH:8]=[CH:7][C:6]([I:9])=[CH:5][CH:4]=1.[Cl:10][C:11]1[C:12]([OH:21])=[C:13]([C:18](=[O:20])[CH3:19])[CH:14]=[CH:15][C:16]=1[OH:17].C(=O)([O-])[O-].[Cs+].[Cs+].O, predict the reaction product. The product is: [Cl:10][C:11]1[C:12]([OH:21])=[C:13]([C:18](=[O:20])[CH3:19])[CH:14]=[CH:15][C:16]=1[O:17][CH2:2][C:3]1[CH:8]=[CH:7][C:6]([I:9])=[CH:5][CH:4]=1.